Dataset: Full USPTO retrosynthesis dataset with 1.9M reactions from patents (1976-2016). Task: Predict the reactants needed to synthesize the given product. (1) Given the product [ClH:40].[C:15]1([S:12]([N:7]2[C:8]3[C:4](=[C:3]([CH2:2][N:33]4[CH2:38][CH2:37][NH:36][CH2:35][CH2:34]4)[CH:11]=[CH:10][CH:9]=3)[CH:5]=[CH:6]2)(=[O:14])=[O:13])[CH:20]=[CH:19][CH:18]=[CH:17][CH:16]=1, predict the reactants needed to synthesize it. The reactants are: Br[CH2:2][C:3]1[CH:11]=[CH:10][CH:9]=[C:8]2[C:4]=1[CH:5]=[CH:6][N:7]2[S:12]([C:15]1[CH:20]=[CH:19][CH:18]=[CH:17][CH:16]=1)(=[O:14])=[O:13].C([O-])(O)=O.[Na+].C([N:33]1[CH2:38][CH2:37][NH:36][CH2:35][CH2:34]1)(OC(C)(C)C)=O.C(Cl)(Cl)[Cl:40].CCO. (2) Given the product [CH3:18][O:19][C:20]1[CH:21]=[C:22]([CH:25]=[CH:26][CH:27]=1)[CH2:23][N:12]1[C:13]([CH3:17])([CH3:16])[C:14](=[O:15])[N:11]1[CH:2]1[CH:3]2[CH2:4][CH:5]3[CH2:6][CH:7]([CH2:8][CH:1]1[CH2:10]3)[CH2:9]2, predict the reactants needed to synthesize it. The reactants are: [CH:1]12[CH2:10][CH:5]3[CH2:6][CH:7]([CH2:9][CH:3]([CH2:4]3)[CH:2]1[N:11]1[C:14](=[O:15])[C:13]([CH3:17])([CH3:16])[NH:12]1)[CH2:8]2.[CH3:18][O:19][C:20]1[CH:21]=[C:22]([CH:25]=[CH:26][CH:27]=1)[CH2:23]Br. (3) Given the product [N+:1]([C:10]1[C:15]([CH:16]=[O:17])=[CH:14][C:13]2[O:18][CH2:19][O:20][C:12]=2[CH:11]=1)([O-:4])=[O:2], predict the reactants needed to synthesize it. The reactants are: [N+:1]([O-:4])(O)=[O:2].OS(O)(=O)=O.[CH:10]1[C:15]([CH:16]=[O:17])=[CH:14][C:13]2[O:18][CH2:19][O:20][C:12]=2[CH:11]=1. (4) Given the product [F:52][C:53]1([F:57])[CH2:56][N:55]([C:24]([C:8]2[CH:7]=[C:6]3[C:11](=[CH:10][CH:9]=2)[NH:12][C:13]2[CH:14]=[C:15]([C:17]4[C:18]([CH3:23])=[N:19][O:20][C:21]=4[CH3:22])[CH:16]=[C:4]([C:1]([NH2:2])=[O:3])[C:5]3=2)=[O:26])[CH2:54]1, predict the reactants needed to synthesize it. The reactants are: [C:1]([C:4]1[CH:16]=[C:15]([C:17]2[C:18]([CH3:23])=[N:19][O:20][C:21]=2[CH3:22])[CH:14]=[C:13]2[C:5]=1[C:6]1[CH:7]=[C:8]([C:24]([OH:26])=O)[CH:9]=[CH:10][C:11]=1[NH:12]2)(=[O:3])[NH2:2].CN(C(ON1N=NC2C=CC(=CC1=2)Cl)=[N+](C)C)C.F[P-](F)(F)(F)(F)F.[F:52][C:53]1([F:57])[CH2:56][NH:55][CH2:54]1.O. (5) Given the product [Cl:44][C:37]1[CH:38]=[CH:39][C:40]([O:42][CH3:43])=[CH:41][C:36]=1[O:35][CH:31]([CH:32]([CH3:33])[CH3:34])[CH2:30][CH2:29][N:15]1[CH2:14][CH2:13][CH:12]([N:5]2[C:6]3[C:11](=[CH:10][CH:9]=[CH:8][CH:7]=3)[C:3]([CH2:19][C:20]([NH:22][CH3:23])=[O:21])([O:2][CH3:1])[C:4]2=[O:18])[CH2:17][CH2:16]1, predict the reactants needed to synthesize it. The reactants are: [CH3:1][O:2][C:3]1([CH2:19][C:20]([NH:22][CH3:23])=[O:21])[C:11]2[C:6](=[CH:7][CH:8]=[CH:9][CH:10]=2)[N:5]([CH:12]2[CH2:17][CH2:16][NH:15][CH2:14][CH2:13]2)[C:4]1=[O:18].CS(O[CH2:29][CH2:30][CH:31]([O:35][C:36]1[CH:41]=[C:40]([O:42][CH3:43])[CH:39]=[CH:38][C:37]=1[Cl:44])[CH:32]([CH3:34])[CH3:33])(=O)=O.C(=O)([O-])[O-].[Cs+].[Cs+].[I-].[Na+]. (6) Given the product [CH2:1]([O:3][C:4](=[O:18])[CH2:5][C:6](=[O:17])[CH2:7][C:8]1[CH:13]=[CH:12][C:11]([NH:14][C:19]([O:21][C:22]([CH3:25])([CH3:24])[CH3:23])=[O:20])=[CH:10][CH:9]=1)[CH3:2], predict the reactants needed to synthesize it. The reactants are: [CH2:1]([O:3][C:4](=[O:18])[CH2:5][C:6](=[O:17])[CH2:7][C:8]1[CH:13]=[CH:12][C:11]([N+:14]([O-])=O)=[CH:10][CH:9]=1)[CH3:2].[C:19](O[C:19]([O:21][C:22]([CH3:25])([CH3:24])[CH3:23])=[O:20])([O:21][C:22]([CH3:25])([CH3:24])[CH3:23])=[O:20].